This data is from Catalyst prediction with 721,799 reactions and 888 catalyst types from USPTO. The task is: Predict which catalyst facilitates the given reaction. (1) Reactant: [CH2:1]([O:3][C:4]([C:6]1[S:10][C:9]([O:11][C:12]2[CH:17]=[CH:16][CH:15]=[CH:14][CH:13]=2)=[N:8][C:7]=1[CH3:18])=[O:5])[CH3:2].[Br:19]N1C(=O)CCC1=O. Product: [CH2:1]([O:3][C:4]([C:6]1[S:10][C:9]([O:11][C:12]2[CH:17]=[CH:16][CH:15]=[CH:14][CH:13]=2)=[N:8][C:7]=1[CH2:18][Br:19])=[O:5])[CH3:2]. The catalyst class is: 340. (2) Reactant: [F:1][C:2]1[CH:7]=[CH:6][C:5](/[C:8](/[C:16]2[CH:17]=[N:18][C:19]([N:22]3[CH2:27][CH2:26][N:25]([C:28]4[C:33]5=[CH:34][C:35]([C:37]6[CH:38]=[N:39][N:40]([CH3:42])[CH:41]=6)=[CH:36][N:32]5[N:31]=[CH:30][N:29]=4)[CH2:24][CH2:23]3)=[N:20][CH:21]=2)=[N:9]/[S@:10]([C:12]([CH3:15])([CH3:14])[CH3:13])=[O:11])=[CH:4][CH:3]=1.[CH3:43][Mg]Br.[Cl-].[NH4+]. Product: [F:1][C:2]1[CH:7]=[CH:6][C:5]([C:8]([NH:9][S@:10]([C:12]([CH3:13])([CH3:14])[CH3:15])=[O:11])([C:16]2[CH:17]=[N:18][C:19]([N:22]3[CH2:27][CH2:26][N:25]([C:28]4[C:33]5=[CH:34][C:35]([C:37]6[CH:38]=[N:39][N:40]([CH3:42])[CH:41]=6)=[CH:36][N:32]5[N:31]=[CH:30][N:29]=4)[CH2:24][CH2:23]3)=[N:20][CH:21]=2)[CH3:43])=[CH:4][CH:3]=1. The catalyst class is: 1. (3) Reactant: C(O[C:6](=O)[N:7]([C@@H:9]([CH3:44])[C:10]([NH:12][C@@H:13]([CH:38]1[CH2:43][CH2:42][O:41][CH2:40][CH2:39]1)[C:14]([N:16]1[C@H:21]([C:22](=[O:34])[NH:23][C@H:24]2[C:32]3[C:27](=[CH:28][CH:29]=[CH:30][CH:31]=3)[CH2:26][C@@H:25]2[F:33])[CH2:20][N:19]2[CH2:35][CH2:36][CH2:37][C@@H:18]2[CH2:17]1)=[O:15])=[O:11])C)(C)(C)C.C(OCC)(=O)C.[ClH:52]. Product: [ClH:52].[ClH:52].[F:33][C@H:25]1[CH2:26][C:27]2[C:32](=[CH:31][CH:30]=[CH:29][CH:28]=2)[C@@H:24]1[NH:23][C:22]([C@@H:21]1[CH2:20][N:19]2[CH2:35][CH2:36][CH2:37][C@@H:18]2[CH2:17][N:16]1[C:14](=[O:15])[C@@H:13]([NH:12][C:10](=[O:11])[C@H:9]([CH3:44])[NH:7][CH3:6])[CH:38]1[CH2:43][CH2:42][O:41][CH2:40][CH2:39]1)=[O:34]. The catalyst class is: 13. (4) Reactant: N1C2C(=CC=CC=2)C=[CH:2]1.C[C@]12C3C=C(OC(NC)=O)C=CC=3N(C)[C@H]1N(C)CC2.[CH2:30]([O:37][C:38]1[CH:39]=[C:40]2[C:44](=[CH:45][C:46]=1[CH:47]([CH3:49])[CH3:48])[NH:43][CH:42]=[CH:41]2)[C:31]1[CH:36]=[CH:35][CH:34]=[CH:33][CH:32]=1.C([Mg]Br)C.CI. Product: [CH2:30]([O:37][C:38]1[CH:39]=[C:40]2[C:44](=[CH:45][C:46]=1[CH:47]([CH3:49])[CH3:48])[NH:43][CH:42]=[C:41]2[CH3:2])[C:31]1[CH:32]=[CH:33][CH:34]=[CH:35][CH:36]=1. The catalyst class is: 1. (5) Reactant: [O:1]1[C:5]2[CH:6]=[CH:7][CH:8]=[CH:9][C:4]=2[CH:3]=[C:2]1[C:10]1[N:14]2[N:15]=[C:16](Cl)[CH:17]=[CH:18][C:13]2=[N:12][CH:11]=1.[NH:20]1[CH2:24][CH2:23][C@H:22]([OH:25])[CH2:21]1.C(=O)([O-])O.[Na+]. Product: [O:1]1[C:5]2[CH:6]=[CH:7][CH:8]=[CH:9][C:4]=2[CH:3]=[C:2]1[C:10]1[N:14]2[N:15]=[C:16]([N:20]3[CH2:24][CH2:23][C@H:22]([OH:25])[CH2:21]3)[CH:17]=[CH:18][C:13]2=[N:12][CH:11]=1. The catalyst class is: 51. (6) Product: [Si:1]([O:8][C:9]1[CH:10]=[C:11]2[C:15](=[CH:16][CH:17]=1)[N:14]([CH:25]1[CH2:26][CH2:27][CH2:28][CH2:29][O:24]1)[N:13]=[C:12]2[I:18])([C:4]([CH3:7])([CH3:5])[CH3:6])([CH3:3])[CH3:2]. Reactant: [Si:1]([O:8][C:9]1[CH:10]=[C:11]2[C:15](=[CH:16][CH:17]=1)[NH:14][N:13]=[C:12]2[I:18])([C:4]([CH3:7])([CH3:6])[CH3:5])([CH3:3])[CH3:2].CS(O)(=O)=O.[O:24]1[CH:29]=[CH:28][CH2:27][CH2:26][CH2:25]1. The catalyst class is: 168. (7) Reactant: [CH:1]1([C:4]2[N:16]3[C:7]([C:8]4[CH:9]=[C:10]([C:35]5[CH:40]=[CH:39][CH:38]=[CH:37][CH:36]=5)[C:11]([C:17]5[CH:22]=[CH:21][C:20]([C:23]6([NH:27]C(=O)OC(C)(C)C)[CH2:26][CH2:25][CH2:24]6)=[CH:19][CH:18]=5)=[N:12][C:13]=4[CH:14]=[CH:15]3)=[N:6][N:5]=2)[CH2:3][CH2:2]1.[ClH:41].CCOC(C)=O. Product: [ClH:41].[CH:1]1([C:4]2[N:16]3[C:7]([C:8]4[CH:9]=[C:10]([C:35]5[CH:36]=[CH:37][CH:38]=[CH:39][CH:40]=5)[C:11]([C:17]5[CH:22]=[CH:21][C:20]([C:23]6([NH2:27])[CH2:24][CH2:25][CH2:26]6)=[CH:19][CH:18]=5)=[N:12][C:13]=4[CH:14]=[CH:15]3)=[N:6][N:5]=2)[CH2:2][CH2:3]1. The catalyst class is: 100.